From a dataset of Reaction yield outcomes from USPTO patents with 853,638 reactions. Predict the reaction yield, written as a fraction of the theoretical maximum amount of product (1.0 means a 100% yield; for example, 0.34 means a 34% yield). (1) The reactants are [Br:1][C:2]1[CH:27]=[CH:26][C:5]([CH2:6][N:7]([C:19]([O:21][C:22]([CH3:25])([CH3:24])[CH3:23])=[O:20])[CH2:8][C:9]([O:11]CC2C=CC=CC=2)=[O:10])=[CH:4][CH:3]=1.[Li+].[OH-]. The catalyst is C1COCC1. The product is [Br:1][C:2]1[CH:3]=[CH:4][C:5]([CH2:6][N:7]([C:19]([O:21][C:22]([CH3:23])([CH3:24])[CH3:25])=[O:20])[CH2:8][C:9]([OH:11])=[O:10])=[CH:26][CH:27]=1. The yield is 1.00. (2) The reactants are [CH2:1]([NH:5][C:6]1[N:11]=[C:10]([NH:12][CH2:13][CH2:14][CH3:15])[N:9]=[C:8](Cl)[N:7]=1)[CH2:2][C:3]#[CH:4].[CH3:17][NH2:18].C1COCC1. The catalyst is O1CCOCC1. The product is [CH2:1]([NH:5][C:6]1[N:7]=[C:8]([NH:18][CH3:17])[N:9]=[C:10]([NH:12][CH2:13][CH2:14][CH3:15])[N:11]=1)[CH2:2][C:3]#[CH:4]. The yield is 0.960.